From a dataset of Reaction yield outcomes from USPTO patents with 853,638 reactions. Predict the reaction yield, written as a fraction of the theoretical maximum amount of product (1.0 means a 100% yield; for example, 0.34 means a 34% yield). (1) The reactants are [C:1]([C:5]1[CH:10]=[CH:9][C:8]([S:11]([NH:14][C:15]2[CH:16]=[C:17]3[C:21](=[CH:22][CH:23]=2)[NH:20][C:19]([C:24](O)=[O:25])=[C:18]3[C:27]2[CH:32]=[CH:31][CH:30]=[C:29]([F:33])[CH:28]=2)(=[O:13])=[O:12])=[CH:7][CH:6]=1)([CH3:4])([CH3:3])[CH3:2].[C:34]([NH:37][CH2:38][CH2:39][NH2:40])(=[O:36])[CH3:35]. The catalyst is ClCCl.CO. The product is [C:34]([NH:37][CH2:38][CH2:39][NH:40][C:24]([C:19]1[NH:20][C:21]2[C:17]([C:18]=1[C:27]1[CH:32]=[CH:31][CH:30]=[C:29]([F:33])[CH:28]=1)=[CH:16][C:15]([NH:14][S:11]([C:8]1[CH:7]=[CH:6][C:5]([C:1]([CH3:2])([CH3:4])[CH3:3])=[CH:10][CH:9]=1)(=[O:12])=[O:13])=[CH:23][CH:22]=2)=[O:25])(=[O:36])[CH3:35]. The yield is 0.260. (2) The reactants are [OH:1][CH2:2][C@H:3]([OH:14])[CH2:4][S:5][C:6]1[CH:11]=[CH:10][CH:9]=[CH:8][C:7]=1[O:12][CH3:13].N1C=CC=CC=1.[C:21]1([C:27](Cl)([C:34]2[CH:39]=[CH:38][CH:37]=[CH:36][CH:35]=2)[C:28]2[CH:33]=[CH:32][CH:31]=[CH:30][CH:29]=2)[CH:26]=[CH:25][CH:24]=[CH:23][CH:22]=1. The catalyst is C(#N)C. The product is [C:21]1([C:27]([C:28]2[CH:29]=[CH:30][CH:31]=[CH:32][CH:33]=2)([C:34]2[CH:35]=[CH:36][CH:37]=[CH:38][CH:39]=2)[O:1][CH2:2][C@H:3]([OH:14])[CH2:4][S:5][C:6]2[CH:11]=[CH:10][CH:9]=[CH:8][C:7]=2[O:12][CH3:13])[CH:22]=[CH:23][CH:24]=[CH:25][CH:26]=1. The yield is 0.850.